This data is from Reaction yield outcomes from USPTO patents with 853,638 reactions. The task is: Predict the reaction yield, written as a fraction of the theoretical maximum amount of product (1.0 means a 100% yield; for example, 0.34 means a 34% yield). (1) The reactants are CC1(C)[O:6][C@@H:5]([CH2:7][O:8][NH:9][C:10]([C:12]2[S:20][C:15]3=[CH:16][N:17]=[CH:18][CH:19]=[C:14]3[C:13]=2[NH:21][C:22]2[CH:27]=[CH:26][C:25]([Br:28])=[CH:24][C:23]=2[F:29])=[O:11])[CH2:4][O:3]1. The catalyst is Cl.CO. The product is [OH:6][C@H:5]([CH2:4][OH:3])[CH2:7][O:8][NH:9][C:10]([C:12]1[S:20][C:15]2=[CH:16][N:17]=[CH:18][CH:19]=[C:14]2[C:13]=1[NH:21][C:22]1[CH:27]=[CH:26][C:25]([Br:28])=[CH:24][C:23]=1[F:29])=[O:11]. The yield is 0.260. (2) The reactants are [CH3:1][O:2][C:3]1[CH:10]=[CH:9][C:8]([CH:11]([CH3:13])[CH3:12])=[CH:7][C:4]=1[CH:5]=[O:6].C(O)C.[BH4-].[Na+].C(OCC)(=O)C. The catalyst is O. The product is [CH3:1][O:2][C:3]1[CH:10]=[CH:9][C:8]([CH:11]([CH3:13])[CH3:12])=[CH:7][C:4]=1[CH2:5][OH:6]. The yield is 0.840. (3) The reactants are [CH3:1][C:2]1[O:6][N:5]=[C:4]([C:7]2[CH:12]=[CH:11][CH:10]=[CH:9][CH:8]=2)[C:3]=1[C:13]([NH:15][NH2:16])=[O:14].[F:17][CH:18]([F:29])[O:19][C:20]1[CH:28]=[CH:27][C:23]([C:24](O)=O)=[CH:22][CH:21]=1. No catalyst specified. The product is [F:17][CH:18]([F:29])[O:19][C:20]1[CH:28]=[CH:27][C:23]([C:24]2[O:14][C:13]([C:3]3[C:4]([C:7]4[CH:12]=[CH:11][CH:10]=[CH:9][CH:8]=4)=[N:5][O:6][C:2]=3[CH3:1])=[N:15][N:16]=2)=[CH:22][CH:21]=1. The yield is 0.250. (4) The reactants are [C@@H:1]12[CH2:7][NH:6][C@@H:5]1[CH2:4][N:3]([C:8]([O:10][CH2:11][C:12]1[CH:17]=[CH:16][CH:15]=[CH:14][CH:13]=1)=[O:9])[CH2:2]2.[Cl:18][C:19]1[CH:24]=[CH:23][C:22](Br)=[CH:21][N:20]=1. No catalyst specified. The product is [Cl:18][C:19]1[N:20]=[CH:21][C:22]([N:6]2[CH2:7][C@@H:1]3[C@H:5]2[CH2:4][N:3]([C:8]([O:10][CH2:11][C:12]2[CH:17]=[CH:16][CH:15]=[CH:14][CH:13]=2)=[O:9])[CH2:2]3)=[CH:23][CH:24]=1. The yield is 0.380. (5) The reactants are [F:1][C:2]1[CH:24]=[C:23]([N+:25]([O-])=O)[CH:22]=[CH:21][C:3]=1[O:4][C:5]1[CH:10]=[CH:9][N:8]=[C:7]2[CH:11]=[C:12]([C:14]3[CH2:15][CH2:16][N:17]([CH3:20])[CH2:18][CH:19]=3)[S:13][C:6]=12.[NH4+].[Cl-].O. The catalyst is CCO.[Fe]. The product is [F:1][C:2]1[CH:24]=[C:23]([CH:22]=[CH:21][C:3]=1[O:4][C:5]1[CH:10]=[CH:9][N:8]=[C:7]2[CH:11]=[C:12]([C:14]3[CH2:15][CH2:16][N:17]([CH3:20])[CH2:18][CH:19]=3)[S:13][C:6]=12)[NH2:25]. The yield is 0.670. (6) The reactants are [Cl:1][C:2]1[CH:7]=[CH:6][CH:5]=[CH:4][C:3]=1/[CH:8]=[CH:9]/[C:10]([OH:12])=O.C(N(CC)CC)C.C1C=CC(P([N:34]=[N+:35]=[N-:36])(C2C=CC=CC=2)=O)=CC=1. The catalyst is C1C=CC=CC=1. The product is [Cl:1][C:2]1[CH:7]=[CH:6][CH:5]=[CH:4][C:3]=1/[CH:8]=[CH:9]/[C:10]([N:34]=[N+:35]=[N-:36])=[O:12]. The yield is 0.950. (7) The reactants are Cl[C:2]1[N:3]=[C:4]([NH:15][CH3:16])[C:5]2[N:11]=[C:10]([Cl:12])[N:9]=[C:8]([NH:13][CH3:14])[C:6]=2[N:7]=1.[CH2:17]([NH2:20])[CH2:18][CH3:19]. The catalyst is C(O)CCC. The product is [Cl:12][C:10]1[N:9]=[C:8]([NH:13][CH3:14])[C:6]2[N:7]=[C:2]([NH:20][CH2:17][CH2:18][CH3:19])[N:3]=[C:4]([NH:15][CH3:16])[C:5]=2[N:11]=1. The yield is 0.910. (8) The reactants are [CH3:1][C:2]1[CH:7]=[CH:6][N:5]=[CH:4][C:3]=1[N:8]1[CH2:12][CH2:11][NH:10][C:9]1=[O:13].Br[C:15]1[CH:16]=[C:17]2[C:22](=[CH:23][CH:24]=1)[N:21]=[CH:20][CH:19]=[CH:18]2.N[C@@H]1CCCC[C@H]1N.C(=O)([O-])[O-].[K+].[K+]. The catalyst is [Cu](I)I.O1CCOCC1. The product is [CH3:1][C:2]1[CH:7]=[CH:6][N:5]=[CH:4][C:3]=1[N:8]1[CH2:12][CH2:11][N:10]([C:15]2[CH:16]=[C:17]3[C:22](=[CH:23][CH:24]=2)[N:21]=[CH:20][CH:19]=[CH:18]3)[C:9]1=[O:13]. The yield is 0.437. (9) The reactants are [ClH:1].Cl.[C:3]([N:6]1[C:15]2[C:10](=[CH:11][C:12]([N:16]3[CH:20]=[C:19]([CH3:21])[N:18]=[CH:17]3)=[CH:13][CH:14]=2)[C@H:9]([NH2:22])[CH2:8][C@@H:7]1[CH3:23])(=[O:5])[CH3:4].CC(C)([O-])C.[Na+].Br[C:31]1[CH:36]=[CH:35][C:34]([CH3:37])=[CH:33][N:32]=1.C1(P(C2CCCCC2)C2C=CC=CC=2C2C(N(C)C)=CC=CC=2)CCCCC1.[Na].Cl. The catalyst is C1(C)C=CC=CC=1.CCOC(C)=O.C1C=CC(/C=C/C(/C=C/C2C=CC=CC=2)=O)=CC=1.C1C=CC(/C=C/C(/C=C/C2C=CC=CC=2)=O)=CC=1.C1C=CC(/C=C/C(/C=C/C2C=CC=CC=2)=O)=CC=1.[Pd].[Pd].CCOCC. The product is [ClH:1].[C:3]([N:6]1[C:15]2[C:10](=[CH:11][C:12]([N:16]3[CH:20]=[C:19]([CH3:21])[N:18]=[CH:17]3)=[CH:13][CH:14]=2)[C@H:9]([NH:22][C:31]2[CH:36]=[CH:35][C:34]([CH3:37])=[CH:33][N:32]=2)[CH2:8][C@@H:7]1[CH3:23])(=[O:5])[CH3:4]. The yield is 0.500. (10) The reactants are C([O:3][C:4](=[O:20])[C:5]([S:8]([C:11]1[CH:19]=[CH:18][C:14]2[N:15]=[CH:16][S:17][C:13]=2[CH:12]=1)(=[O:10])=[O:9])([CH3:7])[CH3:6])C.O.[OH-].[Li+]. The catalyst is O1CCOCC1.O. The product is [S:17]1[C:13]2[CH:12]=[C:11]([S:8]([C:5]([CH3:7])([CH3:6])[C:4]([OH:20])=[O:3])(=[O:10])=[O:9])[CH:19]=[CH:18][C:14]=2[N:15]=[CH:16]1. The yield is 0.660.